From a dataset of Full USPTO retrosynthesis dataset with 1.9M reactions from patents (1976-2016). Predict the reactants needed to synthesize the given product. Given the product [C:1]([NH:6][CH2:7][CH2:8][O:9][CH2:10][CH2:11][O:12][C:13]1[CH:14]=[CH:15][C:16]2[C:17]3[N:18]([CH2:34][CH2:35][N:36]=3)[C:19]([NH:25][C:26](=[O:33])[C:27]3[CH:32]=[CH:31][CH:30]=[N:29][CH:28]=3)=[N:20][C:21]=2[C:22]=1[O:23][CH3:24])(=[O:4])[CH:2]=[CH2:3], predict the reactants needed to synthesize it. The reactants are: [C:1](O)(=[O:4])[CH:2]=[CH2:3].[NH2:6][CH2:7][CH2:8][O:9][CH2:10][CH2:11][O:12][C:13]1[CH:14]=[CH:15][C:16]2[C:17]3[N:18]([CH2:34][CH2:35][N:36]=3)[C:19]([NH:25][C:26](=[O:33])[C:27]3[CH:32]=[CH:31][CH:30]=[N:29][CH:28]=3)=[N:20][C:21]=2[C:22]=1[O:23][CH3:24].